This data is from Retrosynthesis with 50K atom-mapped reactions and 10 reaction types from USPTO. The task is: Predict the reactants needed to synthesize the given product. (1) Given the product Cc1cc2[nH]ncc2cc1I, predict the reactants needed to synthesize it. The reactants are: CC(=O)n1ncc2cc(I)c(C)cc21. (2) Given the product CCN(CCOC)c1ccc(C(F)(F)F)cc1CN(Cc1cc(C(F)(F)F)cc(C(F)(F)F)c1)c1ncc(N2CCC(C(=O)O)CC2)cn1, predict the reactants needed to synthesize it. The reactants are: CCOC(=O)C1CCN(c2cnc(N(Cc3cc(C(F)(F)F)cc(C(F)(F)F)c3)Cc3cc(C(F)(F)F)ccc3N(CC)CCOC)nc2)CC1. (3) The reactants are: CSc1nc(Br)cn2c(I)cnc12.O=C(NC1CC1)c1ccc(B(O)O)cc1. Given the product CSc1nc(Br)cn2c(-c3ccc(C(=O)NC4CC4)cc3)cnc12, predict the reactants needed to synthesize it. (4) Given the product N#Cc1ccc(COC(=O)Nc2cccc3cnccc23)cc1, predict the reactants needed to synthesize it. The reactants are: N#Cc1ccc(CO)cc1.O=C=Nc1cccc2cnccc12. (5) Given the product CNc1cc(N2CCC(F)(F)C2)c(C(=O)OC)cc1N, predict the reactants needed to synthesize it. The reactants are: CNc1cc(N2CCC(F)(F)C2)c(C(=O)OC)cc1[N+](=O)[O-]. (6) Given the product COc1ncccc1-c1ccc(O)c(-c2nc3ccc(C(=O)NN)cc3[nH]2)c1, predict the reactants needed to synthesize it. The reactants are: COC(=O)c1ccc2nc(-c3cc(-c4cccnc4OC)ccc3O)[nH]c2c1.NN.